From a dataset of Reaction yield outcomes from USPTO patents with 853,638 reactions. Predict the reaction yield, written as a fraction of the theoretical maximum amount of product (1.0 means a 100% yield; for example, 0.34 means a 34% yield). (1) The reactants are [Cl-].O[NH3+:3].[C:4](=[O:7])([O-])[OH:5].[Na+].CS(C)=O.[CH2:13]([C:15]1[N:16]([C:40]2[CH:45]=[CH:44][C:43]([N:46]3[CH2:51][CH2:50][O:49][CH2:48][CH2:47]3)=[CH:42][CH:41]=2)[C:17](=[O:39])[C:18]([CH2:24][C:25]2[CH:30]=[CH:29][C:28]([C:31]3[C:32]([C:37]#[N:38])=[CH:33][CH:34]=[CH:35][CH:36]=3)=[CH:27][CH:26]=2)=[C:19]([CH2:21][CH2:22][CH3:23])[N:20]=1)[CH3:14]. The catalyst is O. The product is [CH2:13]([C:15]1[N:16]([C:40]2[CH:41]=[CH:42][C:43]([N:46]3[CH2:51][CH2:50][O:49][CH2:48][CH2:47]3)=[CH:44][CH:45]=2)[C:17](=[O:39])[C:18]([CH2:24][C:25]2[CH:26]=[CH:27][C:28]([C:31]3[CH:36]=[CH:35][CH:34]=[CH:33][C:32]=3[C:37]3[NH:3][C:4](=[O:7])[O:5][N:38]=3)=[CH:29][CH:30]=2)=[C:19]([CH2:21][CH2:22][CH3:23])[N:20]=1)[CH3:14]. The yield is 0.540. (2) The reactants are [Br:1][C:2]1[CH:3]=[N:4][N:5]([CH3:16])[C:6]=1[C:7]1[CH:8]=[C:9]([C:13]([OH:15])=O)[S:10][C:11]=1[Cl:12].[NH2:17][C@@H:18]([CH2:31][C:32]1[CH:37]=[CH:36][CH:35]=[C:34]([C:38]([F:41])([F:40])[F:39])[CH:33]=1)[CH2:19][N:20]1[C:28](=[O:29])[C:27]2[C:22](=[CH:23][CH:24]=[CH:25][CH:26]=2)[C:21]1=[O:30].CC(OC(N[C@H](C(O)=O)CC1C=CC=CC=1C(F)(F)F)=O)(C)C.C1CN([P+](Br)(N2CCCC2)N2CCCC2)CC1.F[P-](F)(F)(F)(F)F.CCN(C(C)C)C(C)C. The catalyst is C(Cl)(Cl)Cl. The product is [Br:1][C:2]1[CH:3]=[N:4][N:5]([CH3:16])[C:6]=1[C:7]1[CH:8]=[C:9]([C:13]([NH:17][C@@H:18]([CH2:31][C:32]2[CH:37]=[CH:36][CH:35]=[C:34]([C:38]([F:41])([F:39])[F:40])[CH:33]=2)[CH2:19][N:20]2[C:21](=[O:30])[C:22]3[C:27](=[CH:26][CH:25]=[CH:24][CH:23]=3)[C:28]2=[O:29])=[O:15])[S:10][C:11]=1[Cl:12]. The yield is 0.690. (3) The reactants are Br[CH:2]([C:14]1[CH:19]=[CH:18][CH:17]=[CH:16][CH:15]=1)[C:3]([O:5][C@H:6]([C:8]1[CH:13]=[CH:12][CH:11]=[CH:10][CH:9]=1)[CH3:7])=[O:4].C(N(CC)CC)C.[C:27]1([C:33]2([OH:39])[CH2:38][CH2:37][NH:36][CH2:35][CH2:34]2)[CH:32]=[CH:31][CH:30]=[CH:29][CH:28]=1. The catalyst is C1COCC1.[I-].C([N+](CCCC)(CCCC)CCCC)CCC.C(OCC)(=O)C. The product is [OH:39][C:33]1([C:27]2[CH:32]=[CH:31][CH:30]=[CH:29][CH:28]=2)[CH2:38][CH2:37][N:36]([C@H:2]([C:14]2[CH:19]=[CH:18][CH:17]=[CH:16][CH:15]=2)[C:3]([O:5][C@H:6]([C:8]2[CH:13]=[CH:12][CH:11]=[CH:10][CH:9]=2)[CH3:7])=[O:4])[CH2:35][CH2:34]1. The yield is 0.270. (4) The reactants are [CH2:1]([O:3][C:4]1[CH:5]=[C:6]([CH:10]=[C:11]([O:13][CH2:14][CH3:15])[CH:12]=1)[C:7]([OH:9])=O)[CH3:2].[NH2:16][C:17]1[S:18][CH:19]=[C:20]([CH2:22][C:23]([O:25][CH2:26][CH3:27])=[O:24])[N:21]=1. No catalyst specified. The product is [CH2:26]([O:25][C:23](=[O:24])[CH2:22][C:20]1[N:21]=[C:17]([NH:16][C:7](=[O:9])[C:6]2[CH:10]=[C:11]([O:13][CH2:14][CH3:15])[CH:12]=[C:4]([O:3][CH2:1][CH3:2])[CH:5]=2)[S:18][CH:19]=1)[CH3:27]. The yield is 0.860. (5) The reactants are Cl[C:2]1[N:7]=[C:6]([NH:8][C:9]([C:11]2([C:14]3[CH:15]=[CH:16][C:17]4[O:21][CH2:20][CH2:19][C:18]=4[CH:22]=3)[CH2:13][CH2:12]2)=[O:10])[CH:5]=[CH:4][C:3]=1[CH3:23].[CH3:24][O:25][C:26]1[C:31](B(O)O)=[CH:30][CH:29]=[CH:28][N:27]=1.C(=O)([O-])[O-].[Na+].[Na+]. The catalyst is COCCOC.C(OCC)(=O)C.C1C=CC([P]([Pd]([P](C2C=CC=CC=2)(C2C=CC=CC=2)C2C=CC=CC=2)([P](C2C=CC=CC=2)(C2C=CC=CC=2)C2C=CC=CC=2)[P](C2C=CC=CC=2)(C2C=CC=CC=2)C2C=CC=CC=2)(C2C=CC=CC=2)C2C=CC=CC=2)=CC=1. The product is [O:21]1[C:17]2[CH:16]=[CH:15][C:14]([C:11]3([C:9]([NH:8][C:6]4[N:7]=[C:2]([C:31]5[C:26]([O:25][CH3:24])=[N:27][CH:28]=[CH:29][CH:30]=5)[C:3]([CH3:23])=[CH:4][CH:5]=4)=[O:10])[CH2:13][CH2:12]3)=[CH:22][C:18]=2[CH2:19][CH2:20]1. The yield is 0.750. (6) The reactants are [H-].[Na+].[NH:3]1[CH2:8][CH2:7][CH:6]([OH:9])[CH2:5][CH2:4]1.Br[C:11]1[CH:16]=[CH:15][C:14]([Br:17])=[CH:13][N:12]=1. The catalyst is CS(C)=O. The product is [Br:17][C:14]1[CH:15]=[CH:16][C:11]([O:9][CH:6]2[CH2:7][CH2:8][NH:3][CH2:4][CH2:5]2)=[N:12][CH:13]=1. The yield is 0.580. (7) The reactants are [CH3:1][N:2]1[C:6]([C:7]2[CH:8]=[C:9]([C:14]([O:16]C)=[O:15])[S:10][C:11]=2[CH2:12][CH3:13])=[C:5]([CH3:18])[CH:4]=[N:3]1.[OH-].[Na+]. The catalyst is O1CCCC1. The product is [CH3:1][N:2]1[C:6]([C:7]2[CH:8]=[C:9]([C:14]([OH:16])=[O:15])[S:10][C:11]=2[CH2:12][CH3:13])=[C:5]([CH3:18])[CH:4]=[N:3]1. The yield is 0.960. (8) The reactants are [C:1]1([CH2:7][O:8][C:9]2[CH:10]=[C:11]([CH:14]=[CH:15][CH:16]=2)[CH:12]=O)[CH:6]=[CH:5][CH:4]=[CH:3][CH:2]=1.[C:17]([CH2:19][C:20]([O:22]CC)=O)#[N:18].Cl.[NH2:26][C:27]([NH2:29])=[NH:28].C(=O)([O-])[O-].[K+].[K+]. The catalyst is C(O)C. The product is [NH2:29][C:27]1[N:28]=[C:20]([OH:22])[C:19]([C:17]#[N:18])=[C:12]([C:11]2[CH:14]=[CH:15][CH:16]=[C:9]([O:8][CH2:7][C:1]3[CH:6]=[CH:5][CH:4]=[CH:3][CH:2]=3)[CH:10]=2)[N:26]=1. The yield is 0.740.